This data is from Catalyst prediction with 721,799 reactions and 888 catalyst types from USPTO. The task is: Predict which catalyst facilitates the given reaction. (1) Reactant: [C:1]([O:5][C:6]([N:8]1[CH2:12][CH2:11][CH2:10][CH:9]1[C:13]1[CH:18]=[CH:17][C:16](Br)=[CH:15][CH:14]=1)=[O:7])([CH3:4])([CH3:3])[CH3:2].[Cl:20][CH:21]([Cl:40])[C:22]([NH:24][C@H:25]([CH2:38][F:39])[C@H:26]([OH:37])[C:27]1[CH:32]=[CH:31][C:30]([Sn](C)(C)C)=[CH:29][CH:28]=1)=[O:23]. Product: [Cl:20][CH:21]([Cl:40])[C:22]([NH:24][C@H:25]([CH2:38][F:39])[C@@H:26]([C:27]1[CH:28]=[CH:29][C:30]([C:16]2[CH:17]=[CH:18][C:13]([CH:9]3[CH2:10][CH2:11][CH2:12][N:8]3[C:6]([O:5][C:1]([CH3:4])([CH3:3])[CH3:2])=[O:7])=[CH:14][CH:15]=2)=[CH:31][CH:32]=1)[OH:37])=[O:23]. The catalyst class is: 533. (2) Reactant: [CH2:1]([C@H:8]1[N:13]([C:14]([C:16]2[CH:20]=[C:19]([CH3:21])[N:18]([C:22]3[CH:27]=[CH:26][CH:25]=[CH:24][C:23]=3[OH:28])[C:17]=2[C:29]2[CH:34]=[CH:33][CH:32]=[CH:31][CH:30]=2)=[O:15])[CH2:12][CH2:11][N:10]([C:35]([O:37][C:38]([CH3:41])([CH3:40])[CH3:39])=[O:36])[CH2:9]1)[C:2]1[CH:7]=[CH:6][CH:5]=[CH:4][CH:3]=1.[C:42](=O)([O-])[O-].[K+].[K+].CN(C=O)C.CI. The catalyst class is: 6. Product: [CH2:1]([C@H:8]1[N:13]([C:14]([C:16]2[CH:20]=[C:19]([CH3:21])[N:18]([C:22]3[CH:27]=[CH:26][CH:25]=[CH:24][C:23]=3[O:28][CH3:42])[C:17]=2[C:29]2[CH:34]=[CH:33][CH:32]=[CH:31][CH:30]=2)=[O:15])[CH2:12][CH2:11][N:10]([C:35]([O:37][C:38]([CH3:41])([CH3:40])[CH3:39])=[O:36])[CH2:9]1)[C:2]1[CH:7]=[CH:6][CH:5]=[CH:4][CH:3]=1. (3) Reactant: Br[C:2]1[CH:11]=[CH:10][C:9]2[NH:8][C:7](=[O:12])[C:6]3[N:13]([CH2:16][C:17]4[CH:22]=[CH:21][C:20]([O:23][CH3:24])=[CH:19][CH:18]=4)[N:14]=[CH:15][C:5]=3[C:4]=2[CH:3]=1.[N:25]1[CH:30]=[CH:29][CH:28]=[C:27](B(O)O)[CH:26]=1.C([O-])([O-])=O.[K+].[K+]. Product: [CH3:24][O:23][C:20]1[CH:21]=[CH:22][C:17]([CH2:16][N:13]2[C:6]3[C:7](=[O:12])[NH:8][C:9]4[CH:10]=[CH:11][C:2]([C:27]5[CH:26]=[N:25][CH:30]=[CH:29][CH:28]=5)=[CH:3][C:4]=4[C:5]=3[CH:15]=[N:14]2)=[CH:18][CH:19]=1. The catalyst class is: 339. (4) Reactant: ClC1C=CC(N[N:9]=[C:10]2[CH2:15][CH2:14][CH2:13][CH2:12][C:11]2=[O:16])=CC=1.[ClH:17]. Product: [Cl:17][C:10]1[CH:11]=[C:12]2[C:13](=[CH:14][CH:15]=1)[NH:9][C:10]1[C:11](=[O:16])[CH2:12][CH2:13][CH2:14][C:15]2=1. The catalyst class is: 15. (5) Reactant: [NH2:1][C:2]1[N:7]=[C:6]([CH:8]2[CH2:13][CH2:12][CH2:11][N:10]([C:14]([O:16][CH2:17][C:18]3[CH:23]=[CH:22][CH:21]=[CH:20][CH:19]=3)=[O:15])[CH2:9]2)[CH:5]=[C:4](Cl)[N:3]=1.[F:25][C:26]1[CH:27]=[C:28]([CH:30]=[CH:31][C:32]=1[O:33][C:34]1[CH:39]=[CH:38][N:37]=[C:36]2[NH:40][CH:41]=[CH:42][C:35]=12)[NH2:29].Cl.C(=O)(O)[O-].[Na+]. Product: [NH2:1][C:2]1[N:7]=[C:6]([CH:8]2[CH2:13][CH2:12][CH2:11][N:10]([C:14]([O:16][CH2:17][C:18]3[CH:23]=[CH:22][CH:21]=[CH:20][CH:19]=3)=[O:15])[CH2:9]2)[CH:5]=[C:4]([NH:29][C:28]2[CH:30]=[CH:31][C:32]([O:33][C:34]3[CH:39]=[CH:38][N:37]=[C:36]4[NH:40][CH:41]=[CH:42][C:35]=34)=[C:26]([F:25])[CH:27]=2)[N:3]=1. The catalyst class is: 97. (6) Reactant: [CH2:1]([N:8]1[CH2:12][CH2:11][CH2:10][CH:9]1[C:13]1[CH:22]=[CH:21][CH:20]=[C:19]2[C:14]=1[CH:15]=[CH:16][C:17]([S:23](OC1C(F)=C(F)C(F)=C(F)C=1F)(=[O:25])=[O:24])=[CH:18]2)[C:2]1[CH:7]=[CH:6][CH:5]=[CH:4][CH:3]=1.[S:38]1[C:42]([NH2:43])=[N:41][CH:40]=[N:39]1.C1COCC1.CC([O-])(C)C.[Li+]. Product: [CH2:1]([N:8]1[CH2:12][CH2:11][CH2:10][CH:9]1[C:13]1[CH:22]=[CH:21][CH:20]=[C:19]2[C:14]=1[CH:15]=[CH:16][C:17]([S:23]([NH:43][C:42]1[S:38][N:39]=[CH:40][N:41]=1)(=[O:25])=[O:24])=[CH:18]2)[C:2]1[CH:7]=[CH:6][CH:5]=[CH:4][CH:3]=1. The catalyst class is: 2.